From a dataset of Catalyst prediction with 721,799 reactions and 888 catalyst types from USPTO. Predict which catalyst facilitates the given reaction. (1) Reactant: Br[C:2]1[N:6]([Cl:7])[C:5]([Cl:8])=[C:4]([CH:9]([O:11][CH3:12])[CH3:10])[N:3]=1.[CH2:13]([C:15]1[CH:20]=[CH:19][CH:18]=[C:17]([CH2:21][CH3:22])[C:16]=1B(O)O)[CH3:14]. Product: [CH2:13]([C:15]1[CH:20]=[CH:19][CH:18]=[C:17]([CH2:21][CH3:22])[C:16]=1[C:2]1[N:6]([Cl:7])[C:5]([Cl:8])=[C:4]([CH:9]([O:11][CH3:12])[CH3:10])[N:3]=1)[CH3:14]. The catalyst class is: 109. (2) Reactant: [CH2:1]([C:3]1[O:4][C:5]([CH2:8][N:9]2[C:14]3[CH:15]=[C:16]([C:18]4[CH:23]=[CH:22][CH:21]=[CH:20][CH:19]=4)[S:17][C:13]=3[C:12](=[O:24])[N:11]([CH:25]3[CH2:30][CH2:29][N:28](C(OC(C)(C)C)=O)[CH2:27][CH2:26]3)[C:10]2=[O:38])=[CH:6][N:7]=1)[CH3:2].[ClH:39]. Product: [ClH:39].[CH2:1]([C:3]1[O:4][C:5]([CH2:8][N:9]2[C:14]3[CH:15]=[C:16]([C:18]4[CH:23]=[CH:22][CH:21]=[CH:20][CH:19]=4)[S:17][C:13]=3[C:12](=[O:24])[N:11]([CH:25]3[CH2:30][CH2:29][NH:28][CH2:27][CH2:26]3)[C:10]2=[O:38])=[CH:6][N:7]=1)[CH3:2]. The catalyst class is: 12. (3) Reactant: [NH2:1][C:2]1[C:3]([O:22][C:23]2[CH:28]=[CH:27][C:26]([O:29][CH3:30])=[CH:25][CH:24]=2)=[N:4][C:5]([O:8][C:9]2[CH:21]=[CH:20][C:12]([C:13]([N:15]([CH2:18][CH3:19])[CH2:16][CH3:17])=[O:14])=[CH:11][CH:10]=2)=[N:6][CH:7]=1.[BH3-][C:32]#[N:33].[Na+].C[C:36]([OH:38])=[O:37]. Product: [C:12]([O:38][C:36]([N:33]1[CH2:32][CH2:25][CH2:24][C@H:23]1[CH2:28][NH:1][C:2]1[C:3]([O:22][C:23]2[CH:24]=[CH:25][C:26]([O:29][CH3:30])=[CH:27][CH:28]=2)=[N:4][C:5]([O:8][C:9]2[CH:21]=[CH:20][C:12]([C:13](=[O:14])[N:15]([CH2:16][CH3:17])[CH2:18][CH3:19])=[CH:11][CH:10]=2)=[N:6][CH:7]=1)=[O:37])([CH3:20])([CH3:13])[CH3:11]. The catalyst class is: 5.